The task is: Predict the product of the given reaction.. This data is from Forward reaction prediction with 1.9M reactions from USPTO patents (1976-2016). (1) Given the reactants C[O:2][C:3](=O)[C:4]1[CH:9]=[C:8]([C:10]#[N:11])[CH:7]=[CH:6][C:5]=1[CH2:12][N:13]([CH2:26][C:27]1[C:32]([CH3:33])=[CH:31][C:30]([CH3:34])=[CH:29][N:28]=1)[S:14]([C:17]1[CH:22]=[CH:21][CH:20]=[CH:19][C:18]=1[N+:23]([O-:25])=[O:24])(=[O:16])=[O:15].[Li+].[BH4-], predict the reaction product. The product is: [C:10]([C:8]1[CH:7]=[CH:6][C:5]([CH2:12][N:13]([CH2:26][C:27]2[C:32]([CH3:33])=[CH:31][C:30]([CH3:34])=[CH:29][N:28]=2)[S:14]([C:17]2[CH:22]=[CH:21][CH:20]=[CH:19][C:18]=2[N+:23]([O-:25])=[O:24])(=[O:16])=[O:15])=[C:4]([CH2:3][OH:2])[CH:9]=1)#[N:11]. (2) Given the reactants Br[C:2]1[CH:3]=[C:4]([C:9]([OH:11])=O)[CH:5]=[N:6][C:7]=1Cl.[OH:12][CH2:13][CH:14]1[CH2:16][CH2:15]1.[F:17][C:18]([F:30])([F:29])[O:19][C:20]1[CH:25]=[CH:24][C:23](B(O)O)=[CH:22][CH:21]=1.[NH2:31][CH2:32][C:33]([CH:36]1[CH2:38][CH2:37]1)([OH:35])[CH3:34], predict the reaction product. The product is: [CH:36]1([C:33]([OH:35])([CH3:34])[CH2:32][NH:31][C:9](=[O:11])[C:4]2[CH:3]=[C:2]([C:23]3[CH:24]=[CH:25][C:20]([O:19][C:18]([F:30])([F:29])[F:17])=[CH:21][CH:22]=3)[C:7]([O:12][CH2:13][CH:14]3[CH2:16][CH2:15]3)=[N:6][CH:5]=2)[CH2:38][CH2:37]1. (3) Given the reactants [CH3:1][C:2]1[CH:3]=[CH:4][C:5]2[CH2:11][O:10][CH2:9][CH2:8][NH:7][C:6]=2[N+:12]=1[O-].C1(P(C2C=CC=CC=2)C2C=CC=CC=2)C=CC=CC=1, predict the reaction product. The product is: [CH3:1][C:2]1[CH:3]=[CH:4][C:5]2[CH2:11][O:10][CH2:9][CH2:8][NH:7][C:6]=2[N:12]=1. (4) The product is: [Cl:23][C:24]1[CH:25]=[C:26]([S:31]([NH:34][C:35]2[N:36]=[N:37][C:38]([Cl:43])=[CH:39][C:40]=2[OH:41])(=[O:32])=[O:33])[CH:27]=[CH:28][C:29]=1[F:30]. Given the reactants ClC1N=NC(NS(CC2C=C(C#N)C=CC=2Cl)(=O)=O)=C(O)C=1.[Cl:23][C:24]1[CH:25]=[C:26]([S:31]([NH:34][C:35]2[N:36]=[N:37][C:38]([Cl:43])=[CH:39][C:40]=2[O:41]C)(=[O:33])=[O:32])[CH:27]=[CH:28][C:29]=1[F:30].ClC1N=NC(NS(CC2C=C(C#N)C=CC=2Cl)(=O)=O)=C(OC)C=1, predict the reaction product.